From a dataset of Forward reaction prediction with 1.9M reactions from USPTO patents (1976-2016). Predict the product of the given reaction. (1) Given the reactants [NH:1]1[CH:5]=[C:4]([C:6]2[C:7]([NH2:12])=[N:8][CH:9]=[CH:10][CH:11]=2)[CH:3]=[N:2]1.[H-].[Na+].Cl[CH2:16][C:17]1[CH:30]=[CH:29][C:20]([CH2:21][O:22][C:23]2[CH:28]=[CH:27][CH:26]=[CH:25][N:24]=2)=[CH:19][CH:18]=1, predict the reaction product. The product is: [N:24]1[CH:25]=[CH:26][CH:27]=[CH:28][C:23]=1[O:22][CH2:21][C:20]1[CH:19]=[CH:18][C:17]([CH2:16][N:1]2[CH:5]=[C:4]([C:6]3[C:7]([NH2:12])=[N:8][CH:9]=[CH:10][CH:11]=3)[CH:3]=[N:2]2)=[CH:30][CH:29]=1. (2) Given the reactants CO[C:3]([C:5]1[CH:10]=[CH:9][N:8]2[CH:11]=[N:12][CH:13]=[C:7]2[C:6]=1[NH:14][C:15]1[CH:20]=[CH:19][C:18]([I:21])=[CH:17][C:16]=1[F:22])=[O:4].[OH-].[Na+].[CH:25]([O:27][CH2:28][CH2:29][O:30][NH2:31])=[CH2:26].CCN=C=NCCCN(C)C.C1C=CC2N(O)N=NC=2C=1, predict the reaction product. The product is: [CH:25]([O:27][CH2:28][CH2:29][O:30][NH:31][C:3]([C:5]1[CH:10]=[CH:9][N:8]2[CH:11]=[N:12][CH:13]=[C:7]2[C:6]=1[NH:14][C:15]1[CH:20]=[CH:19][C:18]([I:21])=[CH:17][C:16]=1[F:22])=[O:4])=[CH2:26]. (3) Given the reactants [Li+].[OH-].C[O:4][C:5](=[O:19])[C:6]1[CH:11]=[CH:10][C:9]([N:12]2[CH2:17][CH2:16][N:15]([CH3:18])[CH2:14][CH2:13]2)=[CH:8][CH:7]=1.O.Cl, predict the reaction product. The product is: [CH3:18][N:15]1[CH2:14][CH2:13][N:12]([C:9]2[CH:10]=[CH:11][C:6]([C:5]([OH:19])=[O:4])=[CH:7][CH:8]=2)[CH2:17][CH2:16]1.